Dataset: Forward reaction prediction with 1.9M reactions from USPTO patents (1976-2016). Task: Predict the product of the given reaction. (1) Given the reactants [C:1]1([C:7]2[N:11]=[C:10]([N:12]3[CH2:17][CH2:16][NH:15][CH2:14][CH2:13]3)[S:9][N:8]=2)[CH:6]=[CH:5][CH:4]=[CH:3][CH:2]=1.C(N(CC)CC)C.[CH:25]1[C:34]2[C:29](=[CH:30][CH:31]=[CH:32][CH:33]=2)[CH:28]=[CH:27][C:26]=1[N:35]=[C:36]=[O:37], predict the reaction product. The product is: [CH:25]1[C:34]2[C:29](=[CH:30][CH:31]=[CH:32][CH:33]=2)[CH:28]=[CH:27][C:26]=1[NH:35][C:36]([N:15]1[CH2:16][CH2:17][N:12]([C:10]2[S:9][N:8]=[C:7]([C:1]3[CH:2]=[CH:3][CH:4]=[CH:5][CH:6]=3)[N:11]=2)[CH2:13][CH2:14]1)=[O:37]. (2) Given the reactants [Br:1][C:2]1[CH:26]=[CH:25][CH:24]=[CH:23][C:3]=1[CH2:4][O:5][C:6]1[CH:13]=[C:12]([O:14][CH2:15][CH2:16][N:17]2[CH2:22][CH2:21][O:20][CH2:19][CH2:18]2)[CH:11]=[CH:10][C:7]=1[CH:8]=O.[S:27]=[C:28]1[NH:32][C:31](=[O:33])[CH2:30][S:29]1, predict the reaction product. The product is: [Br:1][C:2]1[CH:26]=[CH:25][CH:24]=[CH:23][C:3]=1[CH2:4][O:5][C:6]1[CH:13]=[C:12]([O:14][CH2:15][CH2:16][N:17]2[CH2:22][CH2:21][O:20][CH2:19][CH2:18]2)[CH:11]=[CH:10][C:7]=1[CH:8]=[C:30]1[S:29][C:28](=[S:27])[NH:32][C:31]1=[O:33]. (3) Given the reactants [Cl:1][CH:2]([Cl:35])[C:3]([NH:5][C@H:6]([CH2:33][F:34])[C@@H:7]([C:9]1[CH:14]=[CH:13][C:12]([C:15]2[CH:20]=[CH:19][C:18]([CH:21]3[CH2:25][CH2:24][CH2:23][N:22]3C(OC(C)(C)C)=O)=[CH:17][CH:16]=2)=[CH:11][CH:10]=1)[OH:8])=[O:4].C(O)(C(F)(F)F)=O, predict the reaction product. The product is: [Cl:35][CH:2]([Cl:1])[C:3]([NH:5][C@H:6]([CH2:33][F:34])[C@H:7]([OH:8])[C:9]1[CH:10]=[CH:11][C:12]([C:15]2[CH:20]=[CH:19][C:18]([CH:21]3[CH2:25][CH2:24][CH2:23][NH:22]3)=[CH:17][CH:16]=2)=[CH:13][CH:14]=1)=[O:4].